This data is from Reaction yield outcomes from USPTO patents with 853,638 reactions. The task is: Predict the reaction yield, written as a fraction of the theoretical maximum amount of product (1.0 means a 100% yield; for example, 0.34 means a 34% yield). (1) The reactants are [CH3:1][O:2][C:3](=[O:20])[C:4]1[CH:9]=[CH:8][CH:7]=[C:6]([O:10][C:11]2[CH:16]=[CH:15][C:14]([CH:17]=[O:18])=[C:13](Br)[CH:12]=2)[CH:5]=1.[B:21]1([B:21]2[O:25][C:24]([CH3:27])([CH3:26])[C:23]([CH3:29])([CH3:28])[O:22]2)[O:25][C:24]([CH3:27])([CH3:26])[C:23]([CH3:29])([CH3:28])[O:22]1.CC([O-])=O.[K+]. The catalyst is O1CCOCC1.C1C=CC(P(C2C=CC=CC=2)[C-]2C=CC=C2)=CC=1.C1C=CC(P(C2C=CC=CC=2)[C-]2C=CC=C2)=CC=1.Cl[Pd]Cl.[Fe+2]. The product is [CH3:1][O:2][C:3](=[O:20])[C:4]1[CH:9]=[CH:8][CH:7]=[C:6]([O:10][C:11]2[CH:16]=[CH:15][C:14]([CH:17]=[O:18])=[C:13]([B:21]3[O:25][C:24]([CH3:27])([CH3:26])[C:23]([CH3:29])([CH3:28])[O:22]3)[CH:12]=2)[CH:5]=1. The yield is 0.590. (2) The reactants are [CH2:1]([O:9][C:10]1[CH:11]=[CH:12][C:13]([NH:16][CH:17]2[CH2:22][CH2:21][CH2:20][NH:19][CH2:18]2)=[N:14][CH:15]=1)[CH2:2][CH2:3][CH2:4][CH2:5][CH2:6][CH2:7][CH3:8].[C:23]([O:27][CH2:28][CH3:29])(=[O:26])[CH:24]=[CH2:25].C([O-])([O-])=O.[Cs+].[Cs+]. The catalyst is CC#N.O. The product is [CH2:1]([O:9][C:10]1[CH:11]=[CH:12][C:13]([NH:16][CH:17]2[CH2:22][CH2:21][CH2:20][N:19]([CH2:25][CH2:24][C:23]([O:27][CH2:28][CH3:29])=[O:26])[CH2:18]2)=[N:14][CH:15]=1)[CH2:2][CH2:3][CH2:4][CH2:5][CH2:6][CH2:7][CH3:8]. The yield is 0.300.